From a dataset of Forward reaction prediction with 1.9M reactions from USPTO patents (1976-2016). Predict the product of the given reaction. (1) Given the reactants [NH2:1][C:2]1[N:3]([CH2:24][C:25]2[CH:30]=[CH:29][CH:28]=[CH:27][CH:26]=2)[C:4](=[O:23])[C:5]2([C:15]3[C:10](=[CH:11][CH:12]=[C:13](Br)[CH:14]=3)[O:9][CH:8]([C:17]3[CH:22]=[CH:21][CH:20]=[CH:19][CH:18]=3)[CH2:7]2)[N:6]=1.C([O-])([O-])=O.[Cs+].[Cs+].[C:37]([C:39]1[CH:40]=[C:41](B(O)O)[CH:42]=[CH:43][CH:44]=1)#[N:38], predict the reaction product. The product is: [NH2:1][C:2]1[N:3]([CH2:24][C:25]2[CH:30]=[CH:29][CH:28]=[CH:27][CH:26]=2)[C:4](=[O:23])[C@@:5]2([C:15]3[C:10](=[CH:11][CH:12]=[C:13]([C:43]4[CH:44]=[C:39]([CH:40]=[CH:41][CH:42]=4)[C:37]#[N:38])[CH:14]=3)[O:9][C@@H:8]([C:17]3[CH:22]=[CH:21][CH:20]=[CH:19][CH:18]=3)[CH2:7]2)[N:6]=1.[NH2:1][C:2]1[N:3]([CH2:24][C:25]2[CH:30]=[CH:29][CH:28]=[CH:27][CH:26]=2)[C:4](=[O:23])[C@@:5]2([C:15]3[C:10](=[CH:11][CH:12]=[C:13]([C:43]4[CH:44]=[C:39]([CH:40]=[CH:41][CH:42]=4)[C:37]#[N:38])[CH:14]=3)[O:9][C@H:8]([C:17]3[CH:22]=[CH:21][CH:20]=[CH:19][CH:18]=3)[CH2:7]2)[N:6]=1. (2) Given the reactants [NH2:1][C:2]1[C:7]([NH:8][C:9]([O:11][CH2:12][CH3:13])=[O:10])=[CH:6][CH:5]=[C:4]([NH:14][CH2:15][C:16]2[CH:21]=[CH:20][C:19]([F:22])=[CH:18][CH:17]=2)[N:3]=1.[C:23]([OH:27])(=[O:26])[CH2:24][CH3:25], predict the reaction product. The product is: [CH3:13][CH2:12][O:11][C:9]([NH:8][C:7]1[CH:6]=[CH:5][C:4]([NH:14][CH2:15][C:16]2[CH:21]=[CH:20][C:19]([F:22])=[CH:18][CH:17]=2)=[N:3][C:2]=1[NH2:1])=[O:10].[C:23]([O-:27])(=[O:26])[CH2:24][CH3:25]. (3) Given the reactants [C:1]1([N:7]2[C:11](=[O:12])[CH:10]=[CH:9][C:8]2=[O:13])[CH:6]=[CH:5][CH:4]=[CH:3][CH:2]=1.C(#N)C.[O:17]1C=C[CH:19]=[CH:18]1, predict the reaction product. The product is: [C:1]1([N:7]2[C:8](=[O:13])[CH:18]3[O:17][CH:10]([CH:9]=[CH:19]3)[C:11]2=[O:12])[CH:2]=[CH:3][CH:4]=[CH:5][CH:6]=1. (4) Given the reactants [CH3:1][NH2:2].[F:3][C:4]1[CH:14]=[C:13]([Cl:15])[C:12]([F:16])=[CH:11][C:5]=1[C:6](OCC)=[O:7], predict the reaction product. The product is: [CH3:1][NH:2][C:6](=[O:7])[C:5]1[CH:11]=[C:12]([F:16])[C:13]([Cl:15])=[CH:14][C:4]=1[F:3]. (5) Given the reactants [C:1](#[N:4])[CH:2]=[CH2:3].[N+:5]([CH:8]([CH3:10])[CH3:9])([O-:7])=[O:6].[OH-].[Na+], predict the reaction product. The product is: [CH3:9][C:8]([N+:5]([O-:7])=[O:6])([CH3:10])[CH2:3][CH2:2][C:1]#[N:4]. (6) Given the reactants [F:1][C:2]1[CH:7]=[CH:6][C:5]([C:8]2[C:13]([N:14]3[CH2:19][CH2:18][CH:17]([C:20]([OH:22])=O)[CH2:16][CH2:15]3)=[CH:12][N:11]=[CH:10][N:9]=2)=[CH:4][CH:3]=1.Cl.[O:24]1[CH2:28][CH2:27][C@H:26]([NH2:29])[CH2:25]1.CN(C(ON1N=NC2C=CC=NC1=2)=[N+](C)C)C.F[P-](F)(F)(F)(F)F.CCN(C(C)C)C(C)C, predict the reaction product. The product is: [F:1][C:2]1[CH:3]=[CH:4][C:5]([C:8]2[C:13]([N:14]3[CH2:19][CH2:18][CH:17]([C:20]([NH:29][C@H:26]4[CH2:27][CH2:28][O:24][CH2:25]4)=[O:22])[CH2:16][CH2:15]3)=[CH:12][N:11]=[CH:10][N:9]=2)=[CH:6][CH:7]=1.